This data is from Full USPTO retrosynthesis dataset with 1.9M reactions from patents (1976-2016). The task is: Predict the reactants needed to synthesize the given product. (1) Given the product [CH3:1][C:2]1[C:10]2[N:9]=[C:8]([C@H:11]([NH:13][C:21]3[N:29]=[CH:28][N:27]=[C:26]4[C:22]=3[N:23]=[CH:24][NH:25]4)[CH3:12])[N:7]([C:14]3[CH:19]=[CH:18][CH:17]=[CH:16][CH:15]=3)[C:6]=2[CH:5]=[CH:4][CH:3]=1, predict the reactants needed to synthesize it. The reactants are: [CH3:1][C:2]1[C:10]2[N:9]=[C:8]([C@H:11]([NH2:13])[CH3:12])[N:7]([C:14]3[CH:19]=[CH:18][CH:17]=[CH:16][CH:15]=3)[C:6]=2[CH:5]=[CH:4][CH:3]=1.Cl[C:21]1[N:29]=[CH:28][N:27]=[C:26]2[C:22]=1[N:23]=[CH:24][NH:25]2.CCN(C(C)C)C(C)C. (2) Given the product [CH3:21][C@@H:19]1[O:20][C@H:15]([CH3:14])[CH2:16][N:17]([C:2]2[CH:3]=[CH:4][C:5]3[N:11]4[CH2:12][C@H:8]([CH2:9][CH2:10]4)[NH:7][C:6]=3[N:13]=2)[CH2:18]1, predict the reactants needed to synthesize it. The reactants are: Cl[C:2]1[CH:3]=[CH:4][C:5]2[N:11]3[CH2:12][C@H:8]([CH2:9][CH2:10]3)[NH:7][C:6]=2[N:13]=1.[CH3:14][C@@H:15]1[O:20][C@H:19]([CH3:21])[CH2:18][NH:17][CH2:16]1.CC([O-])(C)C.[K+]. (3) Given the product [CH3:23][N:21]([CH2:20][C:16]1[CH:15]=[C:14]([C:12]2[S:13][C:6]3[C:7](=[N:8][CH:9]=[CH:10][C:5]=3[O:4][C:3]3[CH:24]=[CH:25][C:26]([NH2:28])=[CH:27][C:2]=3[F:1])[CH:11]=2)[CH:19]=[CH:18][CH:17]=1)[CH3:22], predict the reactants needed to synthesize it. The reactants are: [F:1][C:2]1[CH:27]=[C:26]([N+:28]([O-])=O)[CH:25]=[CH:24][C:3]=1[O:4][C:5]1[CH:10]=[CH:9][N:8]=[C:7]2[CH:11]=[C:12]([C:14]3[CH:15]=[C:16]([CH2:20][N:21]([CH3:23])[CH3:22])[CH:17]=[CH:18][CH:19]=3)[S:13][C:6]=12.NC1C=CC(OC2C=CN=C3C=C(C(N4CCCC4)=O)SC=23)=C(F)C=1. (4) Given the product [CH3:7][C:4]1[N:3]([C@H:8]2[CH2:12][C@:11]([C:13]([N:27]3[CH2:26][CH2:25][C:24]4[N:23]=[CH:22][C:21]([C:20]([F:19])([F:31])[F:32])=[CH:30][C:29]=4[CH2:28]3)=[O:15])([CH:16]([CH3:18])[CH3:17])[CH:10]=[CH:9]2)[C:2]([CH3:1])=[CH:6][CH:5]=1, predict the reactants needed to synthesize it. The reactants are: [CH3:1][C:2]1[N:3]([C@H:8]2[CH2:12][C@@:11]([CH:16]([CH3:18])[CH3:17])([C:13]([OH:15])=O)[CH:10]=[CH:9]2)[C:4]([CH3:7])=[CH:5][CH:6]=1.[F:19][C:20]([F:32])([F:31])[C:21]1[CH:22]=[N:23][C:24]2[CH2:25][CH2:26][NH:27][CH2:28][C:29]=2[CH:30]=1. (5) The reactants are: [Li]CCCC.[CH3:6][O:7][CH2:8][CH2:9][C:10]1[N:11](S(N(C)C)(=O)=O)[CH:12]=[CH:13][N:14]=1.CN([CH:24]=[O:25])C.Cl.C([O-])(O)=O.[Na+]. Given the product [CH3:6][O:7][CH2:8][CH2:9][C:10]1[NH:11][C:12]([CH:24]=[O:25])=[CH:13][N:14]=1, predict the reactants needed to synthesize it. (6) Given the product [NH2:20][CH2:23][C@@:24]12[CH2:39][O:38][C@@H:26]([C@H:27]([N:29]3[CH:36]=[C:35]([CH3:37])[C:33](=[O:34])[NH:32][C:30]3=[O:31])[O:28]1)[C@@H:25]2[OH:40], predict the reactants needed to synthesize it. The reactants are: C1(P(C2C=CC=CC=2)C2C=CC=CC=2)C=CC=CC=1.[N:20]([CH2:23][C@@:24]12[CH2:39][O:38][C@@H:26]([C@H:27]([N:29]3[CH:36]=[C:35]([CH3:37])[C:33](=[O:34])[NH:32][C:30]3=[O:31])[O:28]1)[C@@H:25]2[OH:40])=[N+]=[N-].N. (7) Given the product [C:72](=[N:85][C:2]1[CH:3]=[CH:4][C:5]([F:19])=[C:6]([C@:8]2([CH3:18])[CH2:13][N:12]3[CH:14]=[CH:15][N:16]=[C:11]3[C:10]([NH2:17])=[N:9]2)[CH:7]=1)([C:79]1[CH:80]=[CH:81][CH:82]=[CH:83][CH:84]=1)[C:73]1[CH:78]=[CH:77][CH:76]=[CH:75][CH:74]=1, predict the reactants needed to synthesize it. The reactants are: Br[C:2]1[CH:3]=[CH:4][C:5]([F:19])=[C:6]([C@:8]2([CH3:18])[CH2:13][N:12]3[CH:14]=[CH:15][N:16]=[C:11]3[C:10]([NH2:17])=[N:9]2)[CH:7]=1.C1(P(C2C=CC=CC=2)C2C=CC3C(=CC=CC=3)C=2C2C3C(=CC=CC=3)C=CC=2P(C2C=CC=CC=2)C2C=CC=CC=2)C=CC=CC=1.CC(C)([O-])C.[Na+].[C:72](=[NH:85])([C:79]1[CH:84]=[CH:83][CH:82]=[CH:81][CH:80]=1)[C:73]1[CH:78]=[CH:77][CH:76]=[CH:75][CH:74]=1.